Dataset: Forward reaction prediction with 1.9M reactions from USPTO patents (1976-2016). Task: Predict the product of the given reaction. (1) Given the reactants [NH2:1][CH:2]([C:9]1[CH:14]=[CH:13][CH:12]=[CH:11][CH:10]=1)[C:3]([N:6]([CH3:8])[CH3:7])([CH3:5])[CH3:4].C(N(CC)CC)C.[CH3:22][C:23]1[CH:31]=[CH:30][CH:29]=[C:28]([CH3:32])[C:24]=1[C:25](Cl)=[O:26].C(=O)([O-])O.[Na+], predict the reaction product. The product is: [CH3:8][N:6]([CH3:7])[C:3]([CH3:5])([CH3:4])[CH:2]([NH:1][C:25](=[O:26])[C:24]1[C:28]([CH3:32])=[CH:29][CH:30]=[CH:31][C:23]=1[CH3:22])[C:9]1[CH:10]=[CH:11][CH:12]=[CH:13][CH:14]=1. (2) Given the reactants CC([O-:5])(C)C.[K+].[CH2:7]1[CH2:11][O:10][CH2:9][CH2:8]1.OCCC[N:16]1[C:24]2[C:19](=[CH:20][CH:21]=[CH:22][CH:23]=2)[C:18]([CH2:25][C:26]([NH2:28])=[O:27])=[CH:17]1.CO[C:31](=O)[C:32]([C:34]1[CH:35]=[CH:36]C=[C:38]2[C:42]=1[N:41](COCC[Si](C)(C)C)[CH:40]=[CH:39]2)=O.Cl, predict the reaction product. The product is: [OH:10][CH2:9][CH2:8][CH2:7][C:11]1[CH:31]=[C:32]2[C:17]3[C:18](=[C:25]4[C:26](=[O:27])[N:28]=[CH:36][C:35]4=[C:34]2[C:42]2[C:38]=1[CH:39]=[CH:40][N:41]=2)[C:19]1[CH2:20][C:21](=[O:5])[CH:22]=[CH:23][C:24]=1[N:16]=3. (3) Given the reactants [CH3:1][O:2][C:3]([C@H:5]1[CH2:10][CH2:9][C@H:8]([CH2:11][NH:12][C:13](=[O:24])[CH2:14][C:15]2[CH:20]=[CH:19][CH:18]=[CH:17][C:16]=2[N+:21]([O-])=O)[CH2:7][CH2:6]1)=[O:4].[H][H], predict the reaction product. The product is: [CH3:1][O:2][C:3]([C@H:5]1[CH2:10][CH2:9][C@H:8]([CH2:11][NH:12][C:13](=[O:24])[CH2:14][C:15]2[CH:20]=[CH:19][CH:18]=[CH:17][C:16]=2[NH2:21])[CH2:7][CH2:6]1)=[O:4]. (4) Given the reactants [B:10]1([B:10]2[O:14][C:13]([CH3:16])([CH3:15])[C:12]([CH3:18])([CH3:17])[O:11]2)[O:14][C:13]([CH3:16])([CH3:15])[C:12]([CH3:18])([CH3:17])[O:11]1.CC([O-])=O.[K+].FC(F)(F)S(O[C:30]1[CH2:31][CH2:32][N:33]([O:36][C:37](=[O:42])[C:38]([CH3:41])([CH3:40])[CH3:39])[CH2:34][CH:35]=1)(=O)=O, predict the reaction product. The product is: [CH3:39][C:38]([CH3:41])([CH3:40])[C:37]([O:36][N:33]1[CH2:32][CH:31]=[C:30]([B:10]2[O:11][C:12]([CH3:17])([CH3:18])[C:13]([CH3:15])([CH3:16])[O:14]2)[CH2:35][CH2:34]1)=[O:42]. (5) The product is: [Cl:13][C:14]1[N:19]=[C:18]([CH:10]([CH:2]2[NH:1][C:5]3[CH:6]=[CH:7][CH:8]=[CH:9][C:4]=3[NH:3]2)[C:11]#[N:12])[C:17]([CH3:21])=[CH:16][N:15]=1. Given the reactants [N:1]1[C:5]2[CH:6]=[CH:7][CH:8]=[CH:9][C:4]=2[NH:3][C:2]=1[CH2:10][C:11]#[N:12].[Cl:13][C:14]1[N:19]=[C:18](Cl)[C:17]([CH3:21])=[CH:16][N:15]=1, predict the reaction product. (6) The product is: [Cl:24][C:20]1[CH:19]=[C:18]([CH:23]=[CH:22][CH:21]=1)[O:17][C:15]1[CH2:16][N:12]([C@@H:4]([CH2:5][CH:6]2[CH2:11][CH2:10][CH2:9][CH2:8][CH2:7]2)[C:3]([OH:26])=[O:2])[C:13](=[O:25])[CH:14]=1. Given the reactants C[O:2][C:3](=[O:26])[C@@H:4]([N:12]1[CH2:16][C:15]([O:17][C:18]2[CH:23]=[CH:22][CH:21]=[C:20]([Cl:24])[CH:19]=2)=[CH:14][C:13]1=[O:25])[CH2:5][CH:6]1[CH2:11][CH2:10][CH2:9][CH2:8][CH2:7]1.[OH-].[Li+], predict the reaction product.